This data is from Reaction yield outcomes from USPTO patents with 853,638 reactions. The task is: Predict the reaction yield, written as a fraction of the theoretical maximum amount of product (1.0 means a 100% yield; for example, 0.34 means a 34% yield). (1) The reactants are [CH3:1][CH:2]1[CH2:6][CH2:5][CH2:4][N:3]1[CH2:7][CH:8]1[CH2:13][CH2:12][N:11]([C:14](=[C:17]([C:20]#[N:21])[C:18]#[N:19])SC)[CH2:10][CH2:9]1.[NH2:22][CH2:23][CH2:24][N:25]1[CH2:29][CH2:28][CH2:27][C@@H:26]1[CH3:30]. The catalyst is C(O)C.[Cl-].[Na+].O. The product is [CH3:30][C@H:26]1[CH2:27][CH2:28][CH2:29][N:25]1[CH2:24][CH2:23][NH:22][C:14](=[C:17]([C:20]#[N:21])[C:18]#[N:19])[N:11]1[CH2:12][CH2:13][CH:8]([CH2:7][N:3]2[CH2:4][CH2:5][CH2:6][CH:2]2[CH3:1])[CH2:9][CH2:10]1. The yield is 0.740. (2) The reactants are Br[C:2]1[C:3]([NH2:22])=[N:4][CH:5]=[C:6]([C:8]2[CH:13]=[CH:12][C:11]([O:14][Si:15]([C:18]([CH3:21])([CH3:20])[CH3:19])([CH3:17])[CH3:16])=[CH:10][CH:9]=2)[N:7]=1.[C:23]1([C:29](B(O)O)=[CH2:30])[CH:28]=[CH:27][CH:26]=[CH:25][CH:24]=1.C([O-])([O-])=O.[Na+].[Na+].O. The catalyst is C1(C)C=CC=CC=1.C(O)C.Cl[Pd](Cl)([P](C1C=CC=CC=1)(C1C=CC=CC=1)C1C=CC=CC=1)[P](C1C=CC=CC=1)(C1C=CC=CC=1)C1C=CC=CC=1. The product is [Si:15]([O:14][C:11]1[CH:12]=[CH:13][C:8]([C:6]2[N:7]=[C:2]([C:29]([C:23]3[CH:28]=[CH:27][CH:26]=[CH:25][CH:24]=3)=[CH2:30])[C:3]([NH2:22])=[N:4][CH:5]=2)=[CH:9][CH:10]=1)([C:18]([CH3:21])([CH3:20])[CH3:19])([CH3:17])[CH3:16]. The yield is 0.782. (3) The reactants are [Si:1]([O:8][C@@H:9]1[C@@H:14]([CH:15]2[CH2:17][CH2:16]2)[CH2:13][N:12]([C:18]2[CH:23]=[CH:22][N:21]=[CH:20][C:19]=2[N+:24]([O-])=O)[CH2:11][C@H:10]1[NH:27][C:28](=[O:34])[O:29][C:30]([CH3:33])([CH3:32])[CH3:31])([C:4]([CH3:7])([CH3:6])[CH3:5])([CH3:3])[CH3:2]. The catalyst is [Pd]. The product is [NH2:24][C:19]1[CH:20]=[N:21][CH:22]=[CH:23][C:18]=1[N:12]1[CH2:13][C@H:14]([CH:15]2[CH2:17][CH2:16]2)[C@@H:9]([O:8][Si:1]([C:4]([CH3:7])([CH3:5])[CH3:6])([CH3:3])[CH3:2])[C@H:10]([NH:27][C:28](=[O:34])[O:29][C:30]([CH3:33])([CH3:32])[CH3:31])[CH2:11]1. The yield is 0.950. (4) The reactants are [CH2:1]([C:3]1[CH:4]=[C:5]([CH:8]=[O:9])[S:6][CH:7]=1)[CH3:2].[BH4-].[Na+].[Cl-].[NH4+]. The catalyst is CO. The product is [CH2:1]([C:3]1[CH:4]=[C:5]([CH2:8][OH:9])[S:6][CH:7]=1)[CH3:2]. The yield is 1.00.